Dataset: Full USPTO retrosynthesis dataset with 1.9M reactions from patents (1976-2016). Task: Predict the reactants needed to synthesize the given product. (1) The reactants are: Cl.[CH2:2]([O:9][C:10]1[C:19]([O:20][CH3:21])=[CH:18][CH:17]=[C:16]2[C:11]=1[CH2:12][CH2:13][N:14]=[CH:15]2)[C:3]1[CH:8]=[CH:7][CH:6]=[CH:5][CH:4]=1. Given the product [CH2:2]([O:9][C:10]1[C:19]([O:20][CH3:21])=[CH:18][CH:17]=[C:16]2[C:11]=1[CH2:12][CH2:13][N:14]=[CH:15]2)[C:3]1[CH:8]=[CH:7][CH:6]=[CH:5][CH:4]=1, predict the reactants needed to synthesize it. (2) Given the product [CH3:64][S:65]([C:68]1[CH:75]=[CH:74][C:71]([CH2:72][NH:73][C:27]([C:26]2[C:20]3[N:19]=[C:18]([NH:17][C:15]([C:13]4[CH:12]=[CH:11][CH:10]=[C:9]([C:8]#[C:7][C:1]5[CH:6]=[CH:5][CH:4]=[CH:3][CH:2]=5)[N:14]=4)=[O:16])[NH:22][C:21]=3[CH:23]=[CH:24][CH:25]=2)=[O:28])=[CH:70][CH:69]=1)(=[O:66])=[O:67], predict the reactants needed to synthesize it. The reactants are: [C:1]1([C:7]#[C:8][C:9]2[N:14]=[C:13]([C:15]([NH:17][C:18]3[NH:22][C:21]4[CH:23]=[CH:24][CH:25]=[C:26]([C:27](O)=[O:28])[C:20]=4[N:19]=3)=[O:16])[CH:12]=[CH:11][CH:10]=2)[CH:6]=[CH:5][CH:4]=[CH:3][CH:2]=1.CN(C(ON1N=NC2C=CC=CC1=2)=[N+](C)C)C.F[P-](F)(F)(F)(F)F.CCN(C(C)C)C(C)C.Cl.[CH3:64][S:65]([C:68]1[CH:75]=[CH:74][C:71]([CH2:72][NH2:73])=[CH:70][CH:69]=1)(=[O:67])=[O:66].